Dataset: Catalyst prediction with 721,799 reactions and 888 catalyst types from USPTO. Task: Predict which catalyst facilitates the given reaction. (1) Reactant: [CH:1]([C:3]1[CH:4]=[C:5]([CH:9]=[CH:10][C:11]=1[CH3:12])[C:6]([OH:8])=O)=[O:2].CN(C(ON1N=NC2C=CC=CC1=2)=[N+](C)C)C.F[P-](F)(F)(F)(F)F.Cl.[NH:38]1[CH2:43][CH2:42][CH:41]([C:44]2[CH:51]=[CH:50][C:47]([C:48]#[N:49])=[CH:46][CH:45]=2)[CH2:40][CH2:39]1.CCN(C(C)C)C(C)C. Product: [CH:1]([C:3]1[CH:4]=[C:5]([CH:9]=[CH:10][C:11]=1[CH3:12])[C:6]([N:38]1[CH2:43][CH2:42][CH:41]([C:44]2[CH:51]=[CH:50][C:47]([C:48]#[N:49])=[CH:46][CH:45]=2)[CH2:40][CH2:39]1)=[O:8])=[O:2]. The catalyst class is: 508. (2) Reactant: [CH2:1](Br)[CH2:2][CH3:3].[Mg].CCOCC.[N:11]1[C:18](Cl)=[N:17][C:15]([Cl:16])=[N:14][C:12]=1[Cl:13]. Product: [Cl:13][C:12]1[N:14]=[C:15]([Cl:16])[N:17]=[C:18]([CH2:1][CH2:2][CH3:3])[N:11]=1. The catalyst class is: 34. (3) Product: [CH2:1]([O:3][C:4](=[O:18])[CH2:5][O:6][C:7]1[CH:12]=[CH:11][C:10]([CH2:13][CH2:14][CH2:15][O:16][S:31]([C:28]2[CH:29]=[CH:30][C:25]([CH3:45])=[CH:26][CH:27]=2)(=[O:33])=[O:32])=[CH:9][C:8]=1[CH3:17])[CH3:2]. The catalyst class is: 2. Reactant: [CH2:1]([O:3][C:4](=[O:18])[CH2:5][O:6][C:7]1[CH:12]=[CH:11][C:10]([CH2:13][CH2:14][CH2:15][OH:16])=[CH:9][C:8]=1[CH3:17])[CH3:2].N1C=CC=CC=1.[C:25]1([CH3:45])[CH:30]=[CH:29][C:28]([S:31](O[S:31]([C:28]2[CH:29]=[CH:30][C:25]([CH3:45])=[CH:26][CH:27]=2)(=[O:33])=[O:32])(=[O:33])=[O:32])=[CH:27][CH:26]=1.